From a dataset of Reaction yield outcomes from USPTO patents with 853,638 reactions. Predict the reaction yield, written as a fraction of the theoretical maximum amount of product (1.0 means a 100% yield; for example, 0.34 means a 34% yield). The reactants are Br[C:2]1[CH:3]=[CH:4][C:5]([CH:8]([OH:10])[CH3:9])=[N:6][CH:7]=1.OB(O)[C:13]1[CH:14]=[C:15]([CH:19]=[C:20]([NH:22][C:23]2[N:28]=[C:27]([C:29]([F:32])([F:31])[F:30])[CH:26]=[CH:25][N:24]=2)[CH:21]=1)[C:16]([OH:18])=[O:17].C(=O)([O-])[O-].[Na+].[Na+]. The catalyst is C1C=CC(P(C2C=CC=CC=2)[C-]2C=CC=C2)=CC=1.C1C=CC(P(C2C=CC=CC=2)[C-]2C=CC=C2)=CC=1.Cl[Pd]Cl.[Fe+2].CN(C=O)C. The product is [OH:10][CH:8]([C:5]1[N:6]=[CH:7][C:2]([C:13]2[CH:14]=[C:15]([CH:19]=[C:20]([NH:22][C:23]3[N:28]=[C:27]([C:29]([F:32])([F:31])[F:30])[CH:26]=[CH:25][N:24]=3)[CH:21]=2)[C:16]([OH:18])=[O:17])=[CH:3][CH:4]=1)[CH3:9]. The yield is 0.714.